From a dataset of Experimentally validated miRNA-target interactions with 360,000+ pairs, plus equal number of negative samples. Binary Classification. Given a miRNA mature sequence and a target amino acid sequence, predict their likelihood of interaction. (1) The miRNA is mmu-miR-876-5p with sequence UGGAUUUCUCUGUGAAUCACUA. The protein sequence of the target gene is MSAQAQMRAMLDQLMGTSRDGDTTRQRIKFSDDRVCKSHLLNCCPHDVLSGTRMDLGECLKVHDLALRADYEIASKEQDFFFELDAMDHLQSFIADCDRRTEVSKKRLAETQEEISAEVAAKAERVHELNEEIGKLLAKVEQLGAEGNVEESQKVMDEVEKARAKKREAEEVYRNSMPASSFQQQKLRVCEVCSAYLGLHDNDRRLADHFGGKLHLGFIEIREKLEELKRVVAEKQEKRNQERLKRREEREREEREKLRRSRSHSKNPKRSRSREHRRHRSRSMSRERKRRTRSKSREKR.... Result: 1 (interaction). (2) The miRNA is hsa-miR-670-3p with sequence UUUCCUCAUAUUCAUUCAGGA. The protein sequence of the target gene is MSLGLLKFQAVGEEDEEDEEGESLDSVKALTAKLQLQTRRPSYLEWTAQVQSQAWRRAQAKPGPGGPGDICGFDSMDSALEWLRRELREMQAQDRQLAGQLLRLRAQLHRLKMDQACHLHQELLDEAELELELEPGAGLALAPLLRHLGLTRMNISARRFTLC. Result: 1 (interaction). (3) The miRNA is hsa-miR-4736 with sequence AGGCAGGUUAUCUGGGCUG. The protein sequence of the target gene is MAPEQWEATSQVSLTFEDVAVLFTRDEWKKLVPSQRSLYREVMLENYSNLASLGFPFTKPKVISLLQQGEDPWKVEEEGPGGFSLGLKCSQRTTKSTQTQDSSFRELIMRKSKRKEPWNMKSENLSIHEGKLEEKWDVNASTIERSYKSNELSPKSHREKRSSECEKQISYLSNPLGITPDKRYKCSMCEKTFINTSSLRKHEKNHSGEKLFKCKECSKAFSQSSALIQHQITHTGEKPYVCKECGKAFTLSTSLYKHLRTHTVEKSYRCKECGKSFGRRSGLFIHQKVHAGENPYKYNP.... Result: 0 (no interaction).